Dataset: Catalyst prediction with 721,799 reactions and 888 catalyst types from USPTO. Task: Predict which catalyst facilitates the given reaction. (1) Reactant: [C:1]([O-:4])(=[O:3])[CH3:2].[Cr+3:5].[C:6]([O-:9])(=[O:8])[CH3:7].[C:10]([O-:13])(=[O:12])[CH3:11].B(O)(O)O.[Cr].[Al:19].[Cr]. Product: [C:1]([O-:4])(=[O:3])[CH3:2].[Cr+3:5].[C:6]([O-:9])(=[O:8])[CH3:7].[C:10]([O-:13])(=[O:12])[CH3:11].[C:1]([O-:4])(=[O:3])[CH3:2].[Al+3:19].[C:1]([O-:4])(=[O:3])[CH3:2].[C:1]([O-:4])(=[O:3])[CH3:2]. The catalyst class is: 6. (2) Reactant: [Cl:1][C:2]1[CH:3]=[C:4]2[C:8](=[C:9]([CH3:11])[CH:10]=1)[NH:7]C(=O)[C:5]2=[O:13].[OH-].[K+].OO.C(OCC)(=[O:20])C. Product: [NH2:7][C:8]1[C:9]([CH3:11])=[CH:10][C:2]([Cl:1])=[CH:3][C:4]=1[C:5]([OH:13])=[O:20]. The catalyst class is: 5. (3) Reactant: [CH3:1][O:2][C:3]1[CH:4]=[C:5](B(O)O)[CH:6]=[C:7]([O:11][CH3:12])[C:8]=1[O:9][CH3:10].C(=O)([O-])[O-].[Na+].[Na+].Cl[C:23]1[CH:28]=[CH:27][C:26]([Cl:29])=[CH:25][N:24]=1. Product: [Cl:29][C:26]1[CH:27]=[CH:28][C:23]([C:5]2[CH:4]=[C:3]([O:2][CH3:1])[C:8]([O:9][CH3:10])=[C:7]([O:11][CH3:12])[CH:6]=2)=[N:24][CH:25]=1. The catalyst class is: 6. (4) Reactant: [NH:1]1[C:5]2[CH:6]=[CH:7][C:8]([C:10]3[C:19]([N:20]([CH:22]([CH3:24])[CH3:23])[CH3:21])=[N:18][C:17]4[C:12](=[CH:13][CH:14]=[C:15]([C:25]([O:27]C)=[O:26])[CH:16]=4)[N:11]=3)=[CH:9][C:4]=2[N:3]=[N:2]1.[OH-].[Na+]. Product: [NH:1]1[C:5]2[CH:6]=[CH:7][C:8]([C:10]3[C:19]([N:20]([CH:22]([CH3:24])[CH3:23])[CH3:21])=[N:18][C:17]4[C:12](=[CH:13][CH:14]=[C:15]([C:25]([OH:27])=[O:26])[CH:16]=4)[N:11]=3)=[CH:9][C:4]=2[N:3]=[N:2]1. The catalyst class is: 24. (5) Reactant: [Cl:1][CH2:2][C:3](Cl)=[O:4].[NH2:6][CH2:7][CH2:8][N:9]1[CH2:14][CH2:13][O:12][CH2:11][CH2:10]1.C(N(CC)CC)C. Product: [Cl:1][CH2:2][C:3]([NH:6][CH2:7][CH2:8][N:9]1[CH2:14][CH2:13][O:12][CH2:11][CH2:10]1)=[O:4]. The catalyst class is: 2. (6) Reactant: [NH2:1][C:2]1[N:7]=[CH:6][N:5]=[C:4]2[N:8]([CH2:25][C@@H:26]3[CH2:30][CH2:29][CH2:28][N:27]3[C:31](=[O:35])[CH2:32][C:33]#[N:34])[N:9]=[C:10]([C:11]3[CH:16]=[CH:15][C:14]([O:17][C:18]4[CH:23]=[CH:22][CH:21]=[CH:20][CH:19]=4)=[CH:13][C:12]=3[F:24])[C:3]=12.[CH:36]1([CH:39]=O)[CH2:38][CH2:37]1.N1CCCCC1. Product: [NH2:1][C:2]1[N:7]=[CH:6][N:5]=[C:4]2[N:8]([CH2:25][C@@H:26]3[CH2:30][CH2:29][CH2:28][N:27]3[C:31]([C:32](=[CH:39][CH:36]3[CH2:38][CH2:37]3)[C:33]#[N:34])=[O:35])[N:9]=[C:10]([C:11]3[CH:16]=[CH:15][C:14]([O:17][C:18]4[CH:19]=[CH:20][CH:21]=[CH:22][CH:23]=4)=[CH:13][C:12]=3[F:24])[C:3]=12. The catalyst class is: 8.